From a dataset of Catalyst prediction with 721,799 reactions and 888 catalyst types from USPTO. Predict which catalyst facilitates the given reaction. Reactant: [Cl:1][C:2]1[CH:7]=[C:6]([O:8][CH2:9][C:10]2[CH:15]=[CH:14][CH:13]=[CH:12][CH:11]=2)[CH:5]=[C:4]([Cl:16])[C:3]=1[OH:17].[C:18]([O:21][CH2:22][CH2:23][CH2:24][CH2:25]Br)(=[O:20])[CH3:19].C(=O)([O-])[O-].[K+].[K+].[Cl-].[Na+]. Product: [C:18]([O:21][CH2:22][CH2:23][CH2:24][CH2:25][O:17][C:3]1[C:2]([Cl:1])=[CH:7][C:6]([O:8][CH2:9][C:10]2[CH:15]=[CH:14][CH:13]=[CH:12][CH:11]=2)=[CH:5][C:4]=1[Cl:16])(=[O:20])[CH3:19]. The catalyst class is: 18.